Dataset: Forward reaction prediction with 1.9M reactions from USPTO patents (1976-2016). Task: Predict the product of the given reaction. (1) Given the reactants C(O)=O.[NH2:4][CH2:5][CH2:6][C:7]1[CH:30]=[CH:29][C:10]([NH:11][CH:12]2[CH2:17][CH2:16][N:15]([C:18]([NH:20][CH2:21][C:22]3[CH:27]=[CH:26][C:25]([F:28])=[CH:24][CH:23]=3)=[O:19])[CH2:14][CH2:13]2)=[CH:9][CH:8]=1.C([Si]([O:48][C:49]1[CH:54]=[CH:53][C:52]([O:55][CH2:56][CH:57]2[CH2:59][O:58]2)=[CH:51][CH:50]=1)(C1C=CC=CC=1)C1C=CC=CC=1)(C)(C)C, predict the reaction product. The product is: [F:28][C:25]1[CH:24]=[CH:23][C:22]([CH2:21][NH:20][C:18]([N:15]2[CH2:14][CH2:13][CH:12]([NH:11][C:10]3[CH:9]=[CH:8][C:7]([CH2:6][CH2:5][NH:4][CH2:59][C@H:57]([OH:58])[CH2:56][O:55][C:52]4[CH:53]=[CH:54][C:49]([OH:48])=[CH:50][CH:51]=4)=[CH:30][CH:29]=3)[CH2:17][CH2:16]2)=[O:19])=[CH:27][CH:26]=1. (2) Given the reactants [OH:1]O.[CH3:3][C:4]1[CH:5]=[C:6]([N:36]([CH3:40])[C:37]([NH2:39])=[O:38])[CH:7]=[C:8]([CH3:35])[C:9]=1/[CH:10]=[CH:11]/[S:12]([N:15]1[CH2:34][CH2:33][C:18]2([N:22]=[C:21]([CH2:23][CH2:24][CH2:25][CH2:26][CH2:27][S:28][CH2:29][CH2:30][CH3:31])[NH:20][C:19]2=[O:32])[CH2:17][CH2:16]1)(=[O:14])=[O:13].O, predict the reaction product. The product is: [CH3:35][C:8]1[CH:7]=[C:6]([N:36]([CH3:40])[C:37]([NH2:39])=[O:38])[CH:5]=[C:4]([CH3:3])[C:9]=1/[CH:10]=[CH:11]/[S:12]([N:15]1[CH2:16][CH2:17][C:18]2([N:22]=[C:21]([CH2:23][CH2:24][CH2:25][CH2:26][CH2:27][S:28]([CH2:29][CH2:30][CH3:31])=[O:1])[NH:20][C:19]2=[O:32])[CH2:33][CH2:34]1)(=[O:13])=[O:14]. (3) Given the reactants CO[C:3](=O)[CH2:4][C:5]#N.[C:8]([O-:11])([O-])=[O:9].[Cs+].[Cs+].CI.[CH3:16]COCC.C[N:22]([CH:24]=O)C, predict the reaction product. The product is: [CH3:16][O:11][C:8](=[O:9])[C:4]([C:24]#[N:22])([CH3:5])[CH3:3]. (4) Given the reactants [Br:1][C:2]1[CH:3]=[C:4]([CH:8]=[CH:9][N:10]=1)[C:5]([OH:7])=O.CCN=C=NCCCN(C)C.Cl.[F:23][C:24]([F:34])([F:33])[C:25]1[CH:26]=[C:27]([CH:30]=[CH:31][CH:32]=1)[CH2:28][NH2:29], predict the reaction product. The product is: [F:23][C:24]([F:33])([F:34])[C:25]1[CH:26]=[C:27]([CH:30]=[CH:31][CH:32]=1)[CH2:28][NH:29][C:5](=[O:7])[C:4]1[CH:8]=[CH:9][N:10]=[C:2]([Br:1])[CH:3]=1. (5) Given the reactants ClC1N=C(NC2C=CC=CC=2C2NC=C(C(F)(F)F)N=2)C(Cl)=CN=1.[Cl:25][C:26]1[C:27]([NH:47][C:48]2[CH:53]=[CH:52][CH:51]=[CH:50][C:49]=2[C:54]2[NH:55][CH:56]=[C:57]([C:59]([F:62])([F:61])[F:60])[N:58]=2)=[N:28][C:29]([NH:32][C:33]2[CH:46]=[CH:45][C:36]3[NH:37][C:38](=[O:44])[CH2:39][CH2:40][C:41]([CH3:43])([CH3:42])[C:35]=3[CH:34]=2)=[N:30][CH:31]=1.NC1C=CC2NC(=O)CCC(C)(C)C=2C=1.C12(CS(O)(=O)=O)C(C)(C)C(CC1)CC2=O.C(O)(C)C, predict the reaction product. The product is: [Cl:25][C:26]1[C:27]([NH:47][C:48]2[CH:53]=[CH:52][CH:51]=[CH:50][C:49]=2[C:54]2[NH:55][CH:56]=[C:57]([C:59]([F:61])([F:60])[F:62])[N:58]=2)=[N:28][C:29]([NH:32][C:33]2[CH:46]=[CH:45][C:36]3[NH:37][C:38](=[O:44])[CH2:39][CH2:40][C:41]([CH3:43])([CH3:42])[C:35]=3[CH:34]=2)=[N:30][CH:31]=1.